This data is from Full USPTO retrosynthesis dataset with 1.9M reactions from patents (1976-2016). The task is: Predict the reactants needed to synthesize the given product. (1) Given the product [C:17]1([O:23][C:24](=[O:25])[NH2:9])[CH:22]=[CH:21][CH:20]=[CH:19][CH:18]=1, predict the reactants needed to synthesize it. The reactants are: FC1C=CC(OC2C[N:9](CCCN)C2)=CC=1.[C:17]1([O:23][C:24](Cl)=[O:25])[CH:22]=[CH:21][CH:20]=[CH:19][CH:18]=1.CN(C1C=CC=CN=1)C. (2) Given the product [C:2]1([C:16]2[CH:21]=[CH:20][CH:19]=[CH:18][CH:17]=2)[CH:7]=[CH:6][CH:5]=[CH:4][CH:3]=1, predict the reactants needed to synthesize it. The reactants are: Br[C:2]1[CH:7]=[CH:6][CH:5]=[CH:4][CH:3]=1.[O-]P([O-])([O-])=O.[K+].[K+].[K+].[C:16]1(B(O)O)[CH:21]=[CH:20][CH:19]=[CH:18][CH:17]=1.O. (3) Given the product [CH3:1][O:2][CH2:3][CH2:4][N:5]([CH3:6])[C:30](=[O:32])[CH2:29][O:28][C:27]1[CH:26]=[CH:25][C:24]([CH:21]2[CH2:22][CH2:23][N:18]([C:15]3[CH2:16][CH2:17][C:12]4[N:13]([C:9]([C:8]([F:7])([F:36])[F:35])=[N:10][N:11]=4)[N:14]=3)[CH2:19][CH2:20]2)=[CH:34][CH:33]=1, predict the reactants needed to synthesize it. The reactants are: [CH3:1][O:2][CH2:3][CH2:4][NH:5][CH3:6].[F:7][C:8]([F:36])([F:35])[C:9]1[N:13]2[N:14]=[C:15]([N:18]3[CH2:23][CH2:22][CH:21]([C:24]4[CH:34]=[CH:33][C:27]([O:28][CH2:29][C:30]([OH:32])=O)=[CH:26][CH:25]=4)[CH2:20][CH2:19]3)[CH2:16][CH2:17][C:12]2=[N:11][N:10]=1.CN(C(ON1N=NC2C=CC=NC1=2)=[N+](C)C)C.F[P-](F)(F)(F)(F)F.CCN(C(C)C)C(C)C. (4) Given the product [CH:43]1([N:41]2[C:40](=[O:46])[CH:39]=[CH:38][C:37]([C:16]3[CH:15]=[CH:14][C:13]([C@@H:11]([N:7]4[CH2:6][CH2:5][C@:4]([CH2:3][C:2]([OH:1])([CH3:34])[CH3:35])([C:28]5[CH:33]=[CH:32][CH:31]=[CH:30][CH:29]=5)[O:9][C:8]4=[O:10])[CH3:12])=[CH:18][CH:17]=3)=[CH:42]2)[CH2:45][CH2:44]1, predict the reactants needed to synthesize it. The reactants are: [OH:1][C:2]([CH3:35])([CH3:34])[CH2:3][C@@:4]1([C:28]2[CH:33]=[CH:32][CH:31]=[CH:30][CH:29]=2)[O:9][C:8](=[O:10])[N:7]([C@H:11]([C:13]2[CH:18]=[CH:17][C:16](B3OC(C)(C)C(C)(C)O3)=[CH:15][CH:14]=2)[CH3:12])[CH2:6][CH2:5]1.Br[C:37]1[CH:38]=[CH:39][C:40](=[O:46])[N:41]([CH:43]2[CH2:45][CH2:44]2)[CH:42]=1.C([O-])([O-])=O.[Cs+].[Cs+].C(Cl)Cl. (5) The reactants are: [Cl:1][C:2]1[CH:3]=[C:4]([C:10]2[CH:11]=[C:12]3[C:17](=[CH:18][CH:19]=2)[N:16]=[CH:15][C:14]([C:20](=[O:24])[CH:21]([CH3:23])[CH3:22])=[C:13]3[NH:25][C@H:26]2[CH2:31][CH2:30][C@H:29]([NH:32]C(=O)OC(C)(C)C)[CH2:28][CH2:27]2)[CH:5]=[C:6]([F:9])[C:7]=1[OH:8].C(O)(C(F)(F)F)=O. Given the product [NH2:32][C@H:29]1[CH2:30][CH2:31][C@H:26]([NH:25][C:13]2[C:12]3[C:17](=[CH:18][CH:19]=[C:10]([C:4]4[CH:5]=[C:6]([F:9])[C:7]([OH:8])=[C:2]([Cl:1])[CH:3]=4)[CH:11]=3)[N:16]=[CH:15][C:14]=2[C:20](=[O:24])[CH:21]([CH3:22])[CH3:23])[CH2:27][CH2:28]1, predict the reactants needed to synthesize it. (6) The reactants are: Br[C:2]1[C:11]2[C:6](=[C:7]([F:13])[C:8]([CH3:12])=[CH:9][CH:10]=2)[N:5]=[C:4]([C:14]([O:16][CH3:17])=[O:15])[CH:3]=1.[CH3:18][N:19]1[CH:23]=[C:22](B2OC(C)(C)C(C)(C)O2)[CH:21]=[N:20]1.[O-]P([O-])([O-])=O.[K+].[K+].[K+]. Given the product [F:13][C:7]1[C:8]([CH3:12])=[CH:9][CH:10]=[C:11]2[C:6]=1[N:5]=[C:4]([C:14]([O:16][CH3:17])=[O:15])[CH:3]=[C:2]2[C:22]1[CH:21]=[N:20][N:19]([CH3:18])[CH:23]=1, predict the reactants needed to synthesize it. (7) Given the product [Cl:21][C:22]1[CH:27]=[CH:26][C:25]([CH2:28][N:17]2[C:18]([CH3:20])=[CH:19][C:15](/[C:2](/[F:1])=[CH:3]/[C:4]3[CH:5]=[CH:6][C:7]([O:10][C:11]([F:14])([F:13])[F:12])=[CH:8][CH:9]=3)=[N:16]2)=[CH:24][N:23]=1, predict the reactants needed to synthesize it. The reactants are: [F:1]/[C:2](/[C:15]1[CH:19]=[C:18]([CH3:20])[NH:17][N:16]=1)=[CH:3]\[C:4]1[CH:9]=[CH:8][C:7]([O:10][C:11]([F:14])([F:13])[F:12])=[CH:6][CH:5]=1.[Cl:21][C:22]1[CH:27]=[CH:26][C:25]([CH2:28]Cl)=[CH:24][N:23]=1.